The task is: Predict the reaction yield, written as a fraction of the theoretical maximum amount of product (1.0 means a 100% yield; for example, 0.34 means a 34% yield).. This data is from Reaction yield outcomes from USPTO patents with 853,638 reactions. (1) The reactants are [F:1][C:2]1[CH:7]=[C:6]([F:8])[CH:5]=[CH:4][C:3]=1[N:9]=[C:10]=[S:11].[CH2:12]([NH2:17])[C:13]([CH3:16])([CH3:15])[CH3:14]. The yield is 0.850. The product is [F:1][C:2]1[CH:7]=[C:6]([F:8])[CH:5]=[CH:4][C:3]=1[NH:9][C:10]([NH:17][CH2:12][C:13]([CH3:16])([CH3:15])[CH3:14])=[S:11]. The catalyst is ClCCl. (2) The reactants are [CH3:1][O:2][C:3]1[CH:4]=[C:5]([CH:11]=[CH:12][C:13]=1[O:14][CH2:15][CH:16]1[CH2:21][CH2:20][N:19]([CH3:22])[CH2:18][CH2:17]1)[C:6]([O:8][CH2:9][CH3:10])=[O:7].C(O)(C(F)(F)F)=O.[N+:30]([O-])([OH:32])=[O:31]. The yield is 0.820. The catalyst is C(Cl)Cl. The product is [CH3:1][O:2][C:3]1[CH:4]=[C:5]([C:11]([N+:30]([O-:32])=[O:31])=[CH:12][C:13]=1[O:14][CH2:15][CH:16]1[CH2:17][CH2:18][N:19]([CH3:22])[CH2:20][CH2:21]1)[C:6]([O:8][CH2:9][CH3:10])=[O:7]. (3) The reactants are ClC1C=CC2S[CH:7]=[C:8]([CH2:9][N:10]3[CH2:14][CH2:13][N:12]([C:15]4[S:16][C:17]([C:21]([OH:23])=O)=[C:18]([CH3:20])[N:19]=4)[C:11]3=[O:24])[C:4]=2C=1.[CH:27]1([CH2:30][N:31]2[CH2:35][CH2:34][N:33](C3SC(C(O)=O)=C(C)N=3)C2=O)[CH2:29][CH2:28]1.N1C=CC=C(CN)C=1. No catalyst specified. The product is [CH:8]1([CH2:9][N:10]2[CH2:14][CH2:13][N:12]([C:15]3[S:16][C:17]([C:21]([NH:33][CH2:34][C:35]4[CH:29]=[CH:28][CH:27]=[CH:30][N:31]=4)=[O:23])=[C:18]([CH3:20])[N:19]=3)[C:11]2=[O:24])[CH2:7][CH2:4]1. The yield is 0.640. (4) The reactants are [F:1][C:2]1[CH:26]=[CH:25][C:5]([CH2:6][O:7][CH2:8][C:9]([NH:11][CH2:12][C:13]#[C:14][C:15]2[CH:20]=[CH:19][C:18]([S:21](=[O:24])(=[O:23])[NH2:22])=[CH:17][CH:16]=2)=[O:10])=[CH:4][CH:3]=1.NC1C=CC(CCCNC(=O)COCC2C=CC(F)=CC=2)=CC=1. The catalyst is CO.CN(C)C(=O)C.[Pd]. The product is [F:1][C:2]1[CH:26]=[CH:25][C:5]([CH2:6][O:7][CH2:8][C:9]([NH:11][CH2:12][CH2:13][CH2:14][C:15]2[CH:20]=[CH:19][C:18]([S:21](=[O:24])(=[O:23])[NH2:22])=[CH:17][CH:16]=2)=[O:10])=[CH:4][CH:3]=1. The yield is 0.770. (5) The reactants are Cl[CH2:2][CH2:3][CH2:4][N:5]1[CH2:11][CH2:10][C:9](=[O:12])[C:8]2[N:13]([CH3:16])[CH:14]=[CH:15][C:7]=2[S:6]1(=[O:18])=[O:17].[F:19][C:20]1[CH:25]=[CH:24][C:23]([N:26]2[CH2:31][CH2:30][NH:29][CH2:28][CH2:27]2)=[CH:22][CH:21]=1.C(=O)([O-])[O-].[K+].[K+].[I-].[Na+]. The catalyst is C(#N)C. The product is [F:19][C:20]1[CH:21]=[CH:22][C:23]([N:26]2[CH2:31][CH2:30][N:29]([CH2:2][CH2:3][CH2:4][N:5]3[CH2:11][CH2:10][C:9](=[O:12])[C:8]4[N:13]([CH3:16])[CH:14]=[CH:15][C:7]=4[S:6]3(=[O:18])=[O:17])[CH2:28][CH2:27]2)=[CH:24][CH:25]=1. The yield is 1.00.